Predict the reaction yield, written as a fraction of the theoretical maximum amount of product (1.0 means a 100% yield; for example, 0.34 means a 34% yield). From a dataset of Reaction yield outcomes from USPTO patents with 853,638 reactions. (1) The reactants are [OH:1][N:2]=[C:3](Cl)[C:4]1[CH:15]=[CH:14][C:7]2[B:8]([OH:13])[O:9][C:10]([CH3:12])([CH3:11])[C:6]=2[CH:5]=1.[Cl:17][C:18]1[CH:23]=[C:22]([C:24]([C:26]([F:32])([F:31])[C:27]([F:30])([F:29])[F:28])=[CH2:25])[CH:21]=[C:20]([Cl:33])[CH:19]=1. The catalyst is CN(C=O)C. The product is [Cl:17][C:18]1[CH:23]=[C:22]([C:24]2([C:26]([F:32])([F:31])[C:27]([F:28])([F:29])[F:30])[O:1][N:2]=[C:3]([C:4]3[CH:15]=[CH:14][C:7]4[B:8]([OH:13])[O:9][C:10]([CH3:12])([CH3:11])[C:6]=4[CH:5]=3)[CH2:25]2)[CH:21]=[C:20]([Cl:33])[CH:19]=1. The yield is 0.230. (2) The reactants are [Br:1][C:2]1[CH:7]=[CH:6][C:5]([CH2:8][S:9]([CH:12]=[CH2:13])(=[O:11])=[O:10])=[CH:4][CH:3]=1.[CH3:14][C@H:15]([NH2:18])[CH2:16][CH3:17]. The catalyst is C(Cl)Cl. The product is [Br:1][C:2]1[CH:3]=[CH:4][C:5]([CH2:8][S:9]([CH2:12][CH2:13][NH:18][C@H:15]([CH2:16][CH3:17])[CH3:14])(=[O:11])=[O:10])=[CH:6][CH:7]=1. The yield is 0.810.